Dataset: Catalyst prediction with 721,799 reactions and 888 catalyst types from USPTO. Task: Predict which catalyst facilitates the given reaction. (1) Reactant: [Cl:1][C:2]1[CH:3]=[CH:4][C:5]([N:21]2[CH:25]=[CH:24][CH:23]=[CH:22]2)=[C:6]([CH:8]([C:10]2[CH:15]=[CH:14][CH:13]=[C:12]([O:16][CH3:17])[C:11]=2[O:18][CH2:19][CH3:20])[OH:9])[CH:7]=1. Product: [Cl:1][C:2]1[CH:3]=[CH:4][C:5]([N:21]2[CH:22]=[CH:23][CH:24]=[CH:25]2)=[C:6]([C:8]([C:10]2[CH:15]=[CH:14][CH:13]=[C:12]([O:16][CH3:17])[C:11]=2[O:18][CH2:19][CH3:20])=[O:9])[CH:7]=1. The catalyst class is: 327. (2) Product: [CH2:1]([N:5]([CH2:19][CH2:20][CH2:21][CH3:22])[CH2:6][CH2:7][CH2:8][O:9][C:10]1[CH:18]=[CH:17][C:13]([C:14]([NH:23][C:24]2[CH:29]=[CH:28][CH:27]=[CH:26][CH:25]=2)=[O:15])=[CH:12][CH:11]=1)[CH2:2][CH2:3][CH3:4]. Reactant: [CH2:1]([N:5]([CH2:19][CH2:20][CH2:21][CH3:22])[CH2:6][CH2:7][CH2:8][O:9][C:10]1[CH:18]=[CH:17][C:13]([C:14](Cl)=[O:15])=[CH:12][CH:11]=1)[CH2:2][CH2:3][CH3:4].[NH2:23][C:24]1[CH:29]=[CH:28][CH:27]=[CH:26][CH:25]=1.C(=O)([O-])[O-].[K+].[K+]. The catalyst class is: 81. (3) Reactant: [NH2:1][C:2]1[CH:7]=[CH:6][C:5]([C:8]([CH2:19][CH:20]=[C:21]([F:23])[F:22])([CH2:14][CH:15]=[C:16]([F:18])[F:17])[C:9]([O:11][CH2:12][CH3:13])=[O:10])=[CH:4][CH:3]=1. Product: [NH2:1][C:2]1[CH:3]=[CH:4][C:5]([C:8]([CH2:14][CH2:15][CH:16]([F:17])[F:18])([CH2:19][CH2:20][CH:21]([F:22])[F:23])[C:9]([O:11][CH2:12][CH3:13])=[O:10])=[CH:6][CH:7]=1. The catalyst class is: 312. (4) Reactant: [CH:1]1([C:4]([NH:6][C:7]2[S:8][C:9]3[CH:15]=[C:14]([O:16][S:17]([C:20]4[CH:25]=[CH:24][C:23](F)=[CH:22][CH:21]=4)(=[O:19])=[O:18])[CH:13]=[CH:12][C:10]=3[N:11]=2)=[O:5])[CH2:3][CH2:2]1.[NH2:27][CH2:28][C:29]([CH3:32])([OH:31])[CH3:30]. Product: [CH:1]1([C:4]([NH:6][C:7]2[S:8][C:9]3[CH:15]=[C:14]([O:16][S:17]([C:20]4[CH:25]=[CH:24][C:23]([NH:27][CH2:28][C:29]([OH:31])([CH3:32])[CH3:30])=[CH:22][CH:21]=4)(=[O:19])=[O:18])[CH:13]=[CH:12][C:10]=3[N:11]=2)=[O:5])[CH2:3][CH2:2]1. The catalyst class is: 37. (5) Reactant: [NH2:1][C:2]1[CH:7]=[CH:6][CH:5]=[C:4]([CH3:8])[N:3]=1.C(N(CC)CC)C.[C:16](Cl)(=[O:21])[C:17]([CH3:20])([CH3:19])[CH3:18].C(=O)(O)[O-].[Na+]. Product: [CH3:8][C:4]1[N:3]=[C:2]([NH:1][C:16](=[O:21])[C:17]([CH3:20])([CH3:19])[CH3:18])[CH:7]=[CH:6][CH:5]=1. The catalyst class is: 22. (6) Reactant: [Cl:1][C:2]1[C:7](I)=[C:6]([CH2:9][CH3:10])[N:5]=[CH:4][N:3]=1.[CH2:11]([NH2:13])C.C([N:16]([CH2:19][CH3:20])[CH2:17][CH3:18])C.[CH2:21]1[CH2:25]O[CH2:23][CH2:22]1. Product: [Cl:1][C:2]1[C:7]([C:23]#[C:22][C:21]2[CH:25]=[CH:20][C:19]([NH:16][CH2:17][CH3:18])=[N:13][CH:11]=2)=[C:6]([CH2:9][CH3:10])[N:5]=[CH:4][N:3]=1. The catalyst class is: 724.